This data is from TCR-epitope binding with 47,182 pairs between 192 epitopes and 23,139 TCRs. The task is: Binary Classification. Given a T-cell receptor sequence (or CDR3 region) and an epitope sequence, predict whether binding occurs between them. (1) The epitope is TPINLVRDL. The TCR CDR3 sequence is CASSQEGIRDTQYF. Result: 0 (the TCR does not bind to the epitope). (2) The epitope is TPGPGVRYPL. The TCR CDR3 sequence is CSVDGVLTGELFF. Result: 0 (the TCR does not bind to the epitope). (3) The epitope is RLRPGGKKR. The TCR CDR3 sequence is CSVAGTPELYNEQFF. Result: 0 (the TCR does not bind to the epitope). (4) The epitope is ALSKGVHFV. The TCR CDR3 sequence is CASSLEYGSDSPLHF. Result: 1 (the TCR binds to the epitope).